Task: Predict which catalyst facilitates the given reaction.. Dataset: Catalyst prediction with 721,799 reactions and 888 catalyst types from USPTO (1) Reactant: [Cl:1][C:2]1[CH:3]=[CH:4][C:5]([O:21][CH3:22])=[C:6]([NH:8][C:9]([NH:11][C:12]2[CH:20]=[CH:19][CH:18]=[C:17]3[C:13]=2[CH:14]=[CH:15][NH:16]3)=[O:10])[CH:7]=1.[BH3-]C#N.[Na+]. Product: [Cl:1][C:2]1[CH:3]=[CH:4][C:5]([O:21][CH3:22])=[C:6]([NH:8][C:9]([NH:11][C:12]2[CH:20]=[CH:19][CH:18]=[C:17]3[C:13]=2[CH2:14][CH2:15][NH:16]3)=[O:10])[CH:7]=1. The catalyst class is: 15. (2) Reactant: [CH2:1]([N:8]=[C:9]=[O:10])[C:2]1[CH:7]=[CH:6][CH:5]=[CH:4][CH:3]=1.[C:11]([C:15]([CH2:17][N:18]1[CH2:29][CH2:28][NH:27][CH2:26][CH2:25][N:24]([CH2:30][C:31]([C:33]([CH3:36])([CH3:35])[CH3:34])=[O:32])[CH2:23][CH2:22][N:21]([CH2:37][C:38]([C:40]([CH3:43])([CH3:42])[CH3:41])=[O:39])[CH2:20][CH2:19]1)=[O:16])([CH3:14])([CH3:13])[CH3:12].C(N(CC)CC)C. Product: [C:11]([C:15]([CH2:17][N:18]1[CH2:29][CH2:28][N:27]([C:9](=[O:10])[NH:8][CH2:1][C:2]2[CH:7]=[CH:6][CH:5]=[CH:4][CH:3]=2)[CH2:26][CH2:25][N:24]([CH2:30][C:31]([C:33]([CH3:35])([CH3:34])[CH3:36])=[O:32])[CH2:23][CH2:22][N:21]([CH2:37][C:38]([C:40]([CH3:43])([CH3:42])[CH3:41])=[O:39])[CH2:20][CH2:19]1)=[O:16])([CH3:14])([CH3:12])[CH3:13]. The catalyst class is: 3. (3) Reactant: C1([C@H](CO)N)C=CC=CC=1.[F:11][C:12]1[CH:13]=[C:14]([CH:32]=[CH:33][CH:34]=1)[CH2:15][O:16][C:17]1[CH:22]=[CH:21][C:20]([N:23]2[C:27](=[O:28])[CH2:26][CH:25]([C:29]([OH:31])=[O:30])[CH2:24]2)=[CH:19][CH:18]=1. Product: [F:11][C:12]1[CH:13]=[C:14]([CH:32]=[CH:33][CH:34]=1)[CH2:15][O:16][C:17]1[CH:18]=[CH:19][C:20]([N:23]2[C:27](=[O:28])[CH2:26][C@H:25]([C:29]([OH:31])=[O:30])[CH2:24]2)=[CH:21][CH:22]=1. The catalyst class is: 47. (4) Reactant: [Cl:1][C:2]1[CH:3]=[C:4]([C:9](O)([CH2:14][N+:15]([O-:17])=[O:16])[C:10]([F:13])([F:12])[F:11])[CH:5]=[C:6]([Cl:8])[CH:7]=1.O=S(Cl)Cl.N1C=CC=CC=1. Product: [Cl:1][C:2]1[CH:3]=[C:4](/[C:9](/[C:10]([F:11])([F:12])[F:13])=[CH:14]/[N+:15]([O-:17])=[O:16])[CH:5]=[C:6]([Cl:8])[CH:7]=1. The catalyst class is: 11.